From a dataset of Forward reaction prediction with 1.9M reactions from USPTO patents (1976-2016). Predict the product of the given reaction. (1) Given the reactants [NH2:1][C:2]1[CH:3]=[C:4]([C:8]2[C:17]3[C:12](=[C:13]([C:18]([F:21])([F:20])[F:19])[CH:14]=[CH:15][CH:16]=3)[N:11]=[CH:10][C:9]=2[C:22]([C:24]2[CH:29]=[CH:28][CH:27]=[CH:26][CH:25]=2)=[O:23])[CH:5]=[CH:6][CH:7]=1.[Cl:30][C:31]1[CH:36]=[CH:35][CH:34]=[CH:33][C:32]=1[N:37]=[C:38]=[S:39], predict the reaction product. The product is: [C:22]([C:9]1[CH:10]=[N:11][C:12]2[C:17]([C:8]=1[C:4]1[CH:3]=[C:2]([NH:1][C:38]([NH:37][C:32]3[CH:33]=[CH:34][CH:35]=[CH:36][C:31]=3[Cl:30])=[S:39])[CH:7]=[CH:6][CH:5]=1)=[CH:16][CH:15]=[CH:14][C:13]=2[C:18]([F:21])([F:19])[F:20])(=[O:23])[C:24]1[CH:25]=[CH:26][CH:27]=[CH:28][CH:29]=1. (2) Given the reactants [Br:1][C:2]1[CH:3]=[CH:4][C:5]2[S:9][C:8]([C:10]([O-])=[O:11])=[CH:7][C:6]=2[CH:13]=1.B#B, predict the reaction product. The product is: [Br:1][C:2]1[CH:3]=[CH:4][C:5]2[S:9][C:8]([CH2:10][OH:11])=[CH:7][C:6]=2[CH:13]=1. (3) Given the reactants [Br:1][C:2]1[N:7]=[C:6]([NH2:8])[CH:5]=[CH:4][CH:3]=1.[O:9](C(OC(C)(C)C)=O)[C:10]([O:12][C:13]([CH3:16])([CH3:15])[CH3:14])=O, predict the reaction product. The product is: [Br:1][C:2]1[N:7]=[C:6]([NH:8][C:10](=[O:9])[O:12][C:13]([CH3:16])([CH3:15])[CH3:14])[CH:5]=[CH:4][CH:3]=1. (4) The product is: [S:6]1[CH:10]=[CH:9][C:8]2[C:11]([N:15]3[CH2:16][CH2:17][N:18]([CH2:21][CH2:22][CH2:23][O:24][C:25]4[N:29]([CH3:30])[N:28]=[C:27]([C:31]([OH:33])=[O:32])[CH:26]=4)[CH2:19][CH2:20]3)=[CH:12][CH:13]=[CH:14][C:7]1=2. Given the reactants [OH-].[Na+].C(O)C.[S:6]1[CH:10]=[CH:9][C:8]2[C:11]([N:15]3[CH2:20][CH2:19][N:18]([CH2:21][CH2:22][CH2:23][O:24][C:25]4[N:29]([CH3:30])[N:28]=[C:27]([C:31]([O:33]C)=[O:32])[CH:26]=4)[CH2:17][CH2:16]3)=[CH:12][CH:13]=[CH:14][C:7]1=2.Cl, predict the reaction product. (5) The product is: [Cl:1][C:2]1[C:7]([N+:14]([O-:16])=[O:15])=[CH:6][CH:5]=[C:4]([Cl:8])[N:3]=1. Given the reactants [Cl:1][C:2]1[CH:7]=[CH:6][CH:5]=[C:4]([Cl:8])[N:3]=1.OS(O)(=O)=O.[N+:14]([O-])([OH:16])=[O:15], predict the reaction product.